Dataset: Catalyst prediction with 721,799 reactions and 888 catalyst types from USPTO. Task: Predict which catalyst facilitates the given reaction. (1) Reactant: [Cl:1][C:2]1[CH:7]=[CH:6][CH:5]=[C:4]([Cl:8])[C:3]=1[N:9]1[CH:20]=[C:19]([CH:21]=[CH2:22])[C:12]2[N:13]=[C:14](SC)[N:15]=[CH:16][C:11]=2[C:10]1=[O:23].ClC1C=[C:27](C=CC=1)[C:28]([O:30]O)=[O:29].[CH3:35][N:36]1[CH2:41][CH2:40][N:39]([C:42]2[CH:48]=[CH:47][C:45]([NH2:46])=[CH:44][CH:43]=2)[CH2:38][CH2:37]1.C(O)(C(F)(F)F)=O. Product: [C:28]([O-:30])(=[O:29])[CH3:27].[NH4+:9].[Cl:1][C:2]1[CH:7]=[CH:6][CH:5]=[C:4]([Cl:8])[C:3]=1[N:9]1[CH:20]=[C:19]([CH:21]=[CH2:22])[C:12]2[N:13]=[C:14]([NH:46][C:45]3[CH:44]=[CH:43][C:42]([N:39]4[CH2:38][CH2:37][N:36]([CH3:35])[CH2:41][CH2:40]4)=[CH:48][CH:47]=3)[N:15]=[CH:16][C:11]=2[C:10]1=[O:23]. The catalyst class is: 4. (2) Reactant: [Cl-].[Li+].[CH3:3][N:4]1[CH2:9][CH2:8][N:7]([CH2:10][CH2:11][O:12][C:13]2[CH:18]=[CH:17][N:16]3[C:19]([C:22]([OH:24])=O)=[CH:20][N:21]=[C:15]3[CH:14]=2)[CH2:6][CH2:5]1.O=P(Cl)(Cl)Cl.[F:30][C:31]([F:50])([F:49])[C:32]1[CH:33]=[CH:34][C:35]([CH2:38][N:39]2[C:47]3[CH:46]=[CH:45][CH:44]=[C:43]([NH2:48])[C:42]=3[CH:41]=[N:40]2)=[N:36][CH:37]=1. Product: [CH3:3][N:4]1[CH2:9][CH2:8][N:7]([CH2:10][CH2:11][O:12][C:13]2[CH:18]=[CH:17][N:16]3[C:19]([C:22]([NH:48][C:43]4[CH:44]=[CH:45][CH:46]=[C:47]5[C:42]=4[CH:41]=[N:40][N:39]5[CH2:38][C:35]4[CH:34]=[CH:33][C:32]([C:31]([F:50])([F:49])[F:30])=[CH:37][N:36]=4)=[O:24])=[CH:20][N:21]=[C:15]3[CH:14]=2)[CH2:6][CH2:5]1. The catalyst class is: 44. (3) Reactant: [Cl:1][C:2]1[CH:11]=[C:10](Cl)[C:9]2[C:4](=[CH:5][CH:6]=[CH:7][CH:8]=2)[N:3]=1.[CH3:13][NH2:14].O. Product: [Cl:1][C:2]1[CH:11]=[C:10]([NH:14][CH3:13])[C:9]2[C:4](=[CH:5][CH:6]=[CH:7][CH:8]=2)[N:3]=1. The catalyst class is: 1. (4) Reactant: [CH3:1][C:2]([CH3:37])([CH3:36])[C:3]([O:5][C:6]1[CH:11]=[CH:10][C:9]([C:12]([C:23]2[CH:28]=[CH:27][C:26]([O:29][C:30](=[O:35])[C:31]([CH3:34])([CH3:33])[CH3:32])=[CH:25][CH:24]=2)=[C:13]([C:16]2[CH:21]=[CH:20][CH:19]=[C:18]([OH:22])[CH:17]=2)[CH2:14][CH3:15])=[CH:8][CH:7]=1)=[O:4].C([O-])([O-])=O.[K+].[K+].O.Cl.Cl[CH2:47][CH2:48][N:49]1[CH2:53][CH2:52][CH2:51][CH2:50]1. The catalyst class is: 21. Product: [CH3:32][C:31]([CH3:34])([CH3:33])[C:30]([O:29][C:26]1[CH:25]=[CH:24][C:23]([C:12]([C:9]2[CH:8]=[CH:7][C:6]([O:5][C:3](=[O:4])[C:2]([CH3:36])([CH3:1])[CH3:37])=[CH:11][CH:10]=2)=[C:13]([C:16]2[CH:21]=[CH:20][CH:19]=[C:18]([O:22][CH2:47][CH2:48][N:49]3[CH2:53][CH2:52][CH2:51][CH2:50]3)[CH:17]=2)[CH2:14][CH3:15])=[CH:28][CH:27]=1)=[O:35]. (5) Reactant: [Cl:1][C:2]1[C:7]([C:8]([F:11])([F:10])[F:9])=[CH:6][CH:5]=[C:4]([O:12][C:13]2[CH:18]=[CH:17][CH:16]=[C:15]([CH:19]=[C:20]3[CH2:29][CH2:28][C:23]4(OCC[O:24]4)[CH2:22][CH2:21]3)[CH:14]=2)[N:3]=1.Cl. Product: [Cl:1][C:2]1[N:3]=[C:4]([O:12][C:13]2[CH:14]=[C:15]([CH:19]=[C:20]3[CH2:21][CH2:22][C:23](=[O:24])[CH2:28][CH2:29]3)[CH:16]=[CH:17][CH:18]=2)[CH:5]=[CH:6][C:7]=1[C:8]([F:11])([F:9])[F:10]. The catalyst class is: 21. (6) Reactant: [CH2:1]1[C:10]2[C:5](=[CH:6][CH:7]=[CH:8][CH:9]=2)[CH2:4][CH2:3][NH:2]1.C1C(=O)N(Br)C(=O)C1.[OH-].[Na+]. Product: [CH:1]1[C:10]2[C:5](=[CH:6][CH:7]=[CH:8][CH:9]=2)[CH2:4][CH2:3][N:2]=1. The catalyst class is: 2.